Dataset: CYP2C19 inhibition data for predicting drug metabolism from PubChem BioAssay. Task: Regression/Classification. Given a drug SMILES string, predict its absorption, distribution, metabolism, or excretion properties. Task type varies by dataset: regression for continuous measurements (e.g., permeability, clearance, half-life) or binary classification for categorical outcomes (e.g., BBB penetration, CYP inhibition). Dataset: cyp2c19_veith. The molecule is c1ccc(CNc2cc(-c3ccoc3)ncn2)cc1. The result is 0 (non-inhibitor).